Task: Predict the product of the given reaction.. Dataset: Forward reaction prediction with 1.9M reactions from USPTO patents (1976-2016) (1) Given the reactants C([O:3][C:4]([C:6]1([C:9]2[CH:14]=[CH:13][C:12]([C:15]3[CH:20]=[CH:19][C:18]([C:21]4[CH:22]=[N:23][N:24]([CH3:39])[C:25]=4[NH:26][C:27]([O:29][CH:30]([C:32]4[CH:37]=[CH:36][CH:35]=[CH:34][C:33]=4[Cl:38])[CH3:31])=[O:28])=[CH:17][CH:16]=3)=[CH:11][CH:10]=2)[CH2:8][CH2:7]1)=[O:5])C.[Li+].[OH-], predict the reaction product. The product is: [Cl:38][C:33]1[CH:34]=[CH:35][CH:36]=[CH:37][C:32]=1[CH:30]([O:29][C:27]([NH:26][C:25]1[N:24]([CH3:39])[N:23]=[CH:22][C:21]=1[C:18]1[CH:19]=[CH:20][C:15]([C:12]2[CH:11]=[CH:10][C:9]([C:6]3([C:4]([OH:5])=[O:3])[CH2:8][CH2:7]3)=[CH:14][CH:13]=2)=[CH:16][CH:17]=1)=[O:28])[CH3:31]. (2) Given the reactants [OH:1][CH:2]1[CH2:7][CH2:6][NH:5][CH2:4][CH2:3]1.[OH-].[Na+].Br[CH2:11][CH2:12][CH2:13][Cl:14], predict the reaction product. The product is: [Cl:14][CH2:13][CH2:12][CH2:11][N:5]1[CH2:6][CH2:7][CH:2]([OH:1])[CH2:3][CH2:4]1. (3) Given the reactants [C:1]([O:5][C:6]([N:8]1[C:17]2[C:12](=[CH:13][CH:14]=[C:15]([CH:18]([CH2:24][OH:25])[CH2:19][CH2:20][CH2:21][CH2:22][CH3:23])[CH:16]=2)[C:11]([CH3:27])([CH3:26])[CH2:10][CH2:9]1)=[O:7])([CH3:4])([CH3:3])[CH3:2].[Cr](Cl)([O-])(=O)=O.[NH+]1C=CC=CC=1, predict the reaction product. The product is: [C:1]([O:5][C:6]([N:8]1[C:17]2[C:12](=[CH:13][CH:14]=[C:15]([CH:18]([CH:24]=[O:25])[CH2:19][CH2:20][CH2:21][CH2:22][CH3:23])[CH:16]=2)[C:11]([CH3:26])([CH3:27])[CH2:10][CH2:9]1)=[O:7])([CH3:4])([CH3:3])[CH3:2]. (4) Given the reactants CC1[N:3]([C:8]2[CH:13]=[C:12]([CH3:14])[CH:11]=[C:10]([CH2:15][CH2:16][C:17]3[CH:18]=[N:19][CH:20]=[C:21]([C:23]#[C:24][C:25]4[CH:30]=[CH:29][CH:28]=[CH:27][N:26]=4)[CH:22]=3)[N:9]=2)C(C)=CC=1.NO.Cl, predict the reaction product. The product is: [CH3:14][C:12]1[CH:11]=[C:10]([CH2:15][CH2:16][C:17]2[CH:18]=[N:19][CH:20]=[C:21]([CH2:23][CH2:24][C:25]3[CH:30]=[CH:29][CH:28]=[CH:27][N:26]=3)[CH:22]=2)[N:9]=[C:8]([NH2:3])[CH:13]=1. (5) Given the reactants Cl[S:2]([C:5]1[CH:9]=[CH:8][S:7][C:6]=1[C:10]([O:12][CH3:13])=[O:11])(=[O:4])=[O:3].C1COCC1.[CH3:19][NH2:20], predict the reaction product. The product is: [CH3:19][NH:20][S:2]([C:5]1[CH:9]=[CH:8][S:7][C:6]=1[C:10]([O:12][CH3:13])=[O:11])(=[O:4])=[O:3]. (6) Given the reactants [F:1][C:2]1[CH:9]=[CH:8][C:5]([C:6]#[N:7])=[CH:4][CH:3]=1.Cl.[OH:11][NH2:12].C(=O)([O-])[O-].[K+].[K+], predict the reaction product. The product is: [F:1][C:2]1[CH:9]=[CH:8][C:5]([C:6](=[NH:7])[NH:12][OH:11])=[CH:4][CH:3]=1. (7) Given the reactants ClC1C=C(C2C=C(C(N3CCNC(=O)C3)=O)O[C:12]=2[C:13]2[CH:18]=[CH:17][CH:16]=[C:15]([CH3:19])[CH:14]=2)C=CC=1.Br[C:30]1[CH:31]=[C:32]([C:42]([N:44]2[CH2:49][CH2:48][NH:47][C:46](=[O:50])[CH2:45]2)=[O:43])[O:33][C:34]=1[C:35]1[CH:40]=[CH:39][CH:38]=[C:37]([Cl:41])[CH:36]=1, predict the reaction product. The product is: [Cl:41][C:37]1[CH:36]=[C:35]([C:34]2[O:33][C:32]([C:42]([N:44]3[CH2:49][CH2:48][NH:47][C:46](=[O:50])[CH2:45]3)=[O:43])=[CH:31][C:30]=2[C:17]2[CH:16]=[C:15]([CH3:19])[CH:14]=[C:13]([CH3:12])[CH:18]=2)[CH:40]=[CH:39][CH:38]=1.